From a dataset of Catalyst prediction with 721,799 reactions and 888 catalyst types from USPTO. Predict which catalyst facilitates the given reaction. (1) Reactant: C([O:3][C:4](=[O:23])[CH2:5][CH:6]([C:17]1[CH:22]=[CH:21][CH:20]=[CH:19][CH:18]=1)[C:7]([C:9]1[CH:14]=[CH:13][C:12]([O:15][CH3:16])=[CH:11][CH:10]=1)=[O:8])C.O.[OH-].[Na+]. Product: [CH3:16][O:15][C:12]1[CH:11]=[CH:10][C:9]([C:7](=[O:8])[CH:6]([C:17]2[CH:22]=[CH:21][CH:20]=[CH:19][CH:18]=2)[CH2:5][C:4]([OH:23])=[O:3])=[CH:14][CH:13]=1. The catalyst class is: 14. (2) Reactant: [N+:1]([C:4]1[CH:10]=[C:9]([CH:11]=[CH:12][C:13]2[CH:18]=[CH:17][CH:16]=[CH:15][CH:14]=2)[CH:8]=[CH:7][C:5]=1[NH2:6])([O-])=O.O.O.[Sn](Cl)Cl.C([O-])(O)=O.[Na+].[N:29]#[C:30]Br. Product: [CH:11]([C:9]1[CH:8]=[CH:7][C:5]2[NH:6][C:30]([NH2:29])=[N:1][C:4]=2[CH:10]=1)=[CH:12][C:13]1[CH:18]=[CH:17][CH:16]=[CH:15][CH:14]=1. The catalyst class is: 161. (3) Reactant: P12(SP3(SP(SP(S3)(S1)=S)(=S)S2)=S)=[S:2].O.C(OCC)C.Cl[CH:22]1[C:27](=O)[CH2:26][CH2:25][N:24]([C:29]([O:31][CH2:32][CH3:33])=[O:30])[CH2:23]1.[CH:34]([NH2:36])=O. Product: [N:36]1[C:27]2[CH2:26][CH2:25][N:24]([C:29]([O:31][CH2:32][CH3:33])=[O:30])[CH2:23][C:22]=2[S:2][CH:34]=1. The catalyst class is: 51. (4) Reactant: [CH2:1]([N:4]([CH2:16][CH2:17][CH3:18])[C:5]([C:7]1[CH:8]=[C:9]([CH:13]=[CH:14][CH:15]=1)[C:10]([OH:12])=O)=[O:6])[CH2:2][CH3:3].CCN(C(C)C)C(C)C.CN(C(ON1N=NC2C=CC=NC1=2)=[N+](C)C)C.F[P-](F)(F)(F)(F)F.[CH2:52]([O:55][C@H:56]1[CH2:60][N:59]([CH:61]([C:68]2[CH:73]=[CH:72][CH:71]=[CH:70][CH:69]=2)[C:62]2[CH:67]=[CH:66][CH:65]=[CH:64][CH:63]=2)[C@@H:58]([C@@H:74]([OH:86])[C@@H:75]([NH2:85])[CH2:76][C:77]2[CH:82]=[C:81]([F:83])[CH:80]=[C:79]([F:84])[CH:78]=2)[CH2:57]1)[CH:53]=[CH2:54]. Product: [CH2:52]([O:55][C@H:56]1[CH2:60][N:59]([CH:61]([C:68]2[CH:73]=[CH:72][CH:71]=[CH:70][CH:69]=2)[C:62]2[CH:67]=[CH:66][CH:65]=[CH:64][CH:63]=2)[C@@H:58]([C@@H:74]([OH:86])[C@@H:75]([NH:85][C:10](=[O:12])[C:9]2[CH:13]=[CH:14][CH:15]=[C:7]([C:5]([N:4]([CH2:1][CH2:2][CH3:3])[CH2:16][CH2:17][CH3:18])=[O:6])[CH:8]=2)[CH2:76][C:77]2[CH:82]=[C:81]([F:83])[CH:80]=[C:79]([F:84])[CH:78]=2)[CH2:57]1)[CH:53]=[CH2:54]. The catalyst class is: 4. (5) Reactant: [NH:1]1[CH2:6][CH2:5][CH:4]([N:7]2[CH2:10][C:9]([CH2:33][C:34]#[N:35])([N:11]3[CH:15]=[C:14]([C:16]4[C:17]5[CH:24]=[CH:23][N:22](COCC[Si](C)(C)C)[C:18]=5[N:19]=[CH:20][N:21]=4)[CH:13]=[N:12]3)[CH2:8]2)[CH2:3][CH2:2]1.[CH2:36]([N:38]([CH2:41][C:42]1[N:47]=[C:46]([C:48]([F:51])([F:50])[F:49])[N:45]=[C:44]([C:52](O)=[O:53])[CH:43]=1)[CH2:39][CH3:40])[CH3:37].C(N(CC)CC)C.F[P-](F)(F)(F)(F)F.C[N+](C)=C(N(C)C)ON1C2N=CC=CC=2N=N1. Product: [CH2:36]([N:38]([CH2:41][C:42]1[N:47]=[C:46]([C:48]([F:50])([F:51])[F:49])[N:45]=[C:44]([C:52]([N:1]2[CH2:6][CH2:5][CH:4]([N:7]3[CH2:10][C:9]([CH2:33][C:34]#[N:35])([N:11]4[CH:15]=[C:14]([C:16]5[C:17]6[CH:24]=[CH:23][NH:22][C:18]=6[N:19]=[CH:20][N:21]=5)[CH:13]=[N:12]4)[CH2:8]3)[CH2:3][CH2:2]2)=[O:53])[CH:43]=1)[CH2:39][CH3:40])[CH3:37]. The catalyst class is: 7. (6) Reactant: [CH2:1]([N:3]([CH2:30][CH3:31])[CH2:4][CH2:5][NH:6][C:7]([C:9]1[C:17]2[CH2:16][CH2:15][CH2:14]/[C:13](=[C:18]3/[C:19](=[O:28])[NH:20][C:21]4[C:26]/3=[CH:25][C:24]([F:27])=[CH:23][CH:22]=4)/[C:12]=2[NH:11][C:10]=1[CH3:29])=[O:8])[CH3:2].C(#N)C.[C:35]([OH:47])(=[O:46])[CH2:36][C:37]([CH2:42][C:43]([OH:45])=[O:44])([C:39]([OH:41])=[O:40])[OH:38]. Product: [C:35]([OH:47])(=[O:46])[CH2:36][C:37]([CH2:42][C:43]([OH:45])=[O:44])([C:39]([OH:41])=[O:40])[OH:38].[CH2:30]([N:3]([CH2:1][CH3:2])[CH2:4][CH2:5][NH:6][C:7]([C:9]1[C:17]2[CH2:16][CH2:15][CH2:14]/[C:13](=[C:18]3/[C:19](=[O:28])[NH:20][C:21]4[C:26]/3=[CH:25][C:24]([F:27])=[CH:23][CH:22]=4)/[C:12]=2[NH:11][C:10]=1[CH3:29])=[O:8])[CH3:31]. The catalyst class is: 4. (7) Reactant: [CH3:1][C:2]1[O:6][N:5]=[C:4]([C:7]([OH:9])=O)[CH:3]=1.C(N(C(C)C)CC)(C)C.[Cl:19][C:20]1[CH:25]=[CH:24][C:23]([CH:26]([NH:28][C@@H:29]([C:31]2[CH:36]=[CH:35][CH:34]=[C:33]([Cl:37])[CH:32]=2)[CH3:30])[CH3:27])=[CH:22][C:21]=1[NH2:38].CN(C(ON1N=NC2C=CC=NC1=2)=[N+](C)C)C.F[P-](F)(F)(F)(F)F. Product: [Cl:19][C:20]1[CH:25]=[CH:24][C:23]([CH:26]([NH:28][C@@H:29]([C:31]2[CH:36]=[CH:35][CH:34]=[C:33]([Cl:37])[CH:32]=2)[CH3:30])[CH3:27])=[CH:22][C:21]=1[NH:38][C:7]([C:4]1[CH:3]=[C:2]([CH3:1])[O:6][N:5]=1)=[O:9]. The catalyst class is: 303.